Dataset: Merck oncology drug combination screen with 23,052 pairs across 39 cell lines. Task: Regression. Given two drug SMILES strings and cell line genomic features, predict the synergy score measuring deviation from expected non-interaction effect. (1) Synergy scores: synergy=3.68. Cell line: PA1. Drug 1: Cn1nnc2c(C(N)=O)ncn2c1=O. Drug 2: Cn1cc(-c2cnn3c(N)c(Br)c(C4CCCNC4)nc23)cn1. (2) Drug 1: CN(Cc1cnc2nc(N)nc(N)c2n1)c1ccc(C(=O)NC(CCC(=O)O)C(=O)O)cc1. Drug 2: Cc1nc(Nc2ncc(C(=O)Nc3c(C)cccc3Cl)s2)cc(N2CCN(CCO)CC2)n1. Cell line: NCIH2122. Synergy scores: synergy=14.0. (3) Drug 2: COC1CC2CCC(C)C(O)(O2)C(=O)C(=O)N2CCCCC2C(=O)OC(C(C)CC2CCC(OP(C)(C)=O)C(OC)C2)CC(=O)C(C)C=C(C)C(O)C(OC)C(=O)C(C)CC(C)C=CC=CC=C1C. Cell line: ES2. Drug 1: O=C(NOCC(O)CO)c1ccc(F)c(F)c1Nc1ccc(I)cc1F. Synergy scores: synergy=36.4. (4) Drug 1: COc1cc(C2c3cc4c(cc3C(OC3OC5COC(C)OC5C(O)C3O)C3COC(=O)C23)OCO4)cc(OC)c1O. Drug 2: C#Cc1cccc(Nc2ncnc3cc(OCCOC)c(OCCOC)cc23)c1. Cell line: CAOV3. Synergy scores: synergy=92.9. (5) Drug 1: O=C(CCCCCCC(=O)Nc1ccccc1)NO. Drug 2: CC(C)CC(NC(=O)C(Cc1ccccc1)NC(=O)c1cnccn1)B(O)O. Cell line: NCIH23. Synergy scores: synergy=-19.3. (6) Drug 1: COc1cccc2c1C(=O)c1c(O)c3c(c(O)c1C2=O)CC(O)(C(=O)CO)CC3OC1CC(N)C(O)C(C)O1. Drug 2: CCN(CC)CCNC(=O)c1c(C)[nH]c(C=C2C(=O)Nc3ccc(F)cc32)c1C. Cell line: SKMES1. Synergy scores: synergy=-16.6.